Dataset: Forward reaction prediction with 1.9M reactions from USPTO patents (1976-2016). Task: Predict the product of the given reaction. (1) Given the reactants [N:1]1(C([O-])=O)[CH2:6][CH2:5][CH2:4][CH2:3][CH2:2]1.C(Cl)([Cl:12])=O.C1(C)C=CC=CC=1.C(OCC)(=O)C.FC1C=CC=CC=1[NH2:30].COC(OC)C[NH:39][CH:40]1[CH2:45][CH2:44][N:43]([C:46]([O:48]C(C)(C)C)=O)CC1.C(=O)(O)[O-].[Na+], predict the reaction product. The product is: [ClH:12].[O:48]=[C:46]1[NH:30][C:45]([C:40]#[N:39])=[CH:44][N:43]1[CH:4]1[CH2:3][CH2:2][NH:1][CH2:6][CH2:5]1. (2) Given the reactants FC(F)(F)C(O)=O.[CH2:8]([O:12][C:13]1[NH:14][C:15]([NH2:24])=[C:16]2[C:20]([N:21]=1)=[N:19][C:18]([O:22][CH3:23])=[N:17]2)[CH2:9][CH2:10][CH3:11].Br[CH2:26][CH2:27][CH2:28][CH2:29][CH:30]1[CH2:35][CH2:34][CH2:33][O:32][CH2:31]1, predict the reaction product. The product is: [CH2:8]([O:12][C:13]1[N:21]=[C:20]2[C:16]([N:17]=[C:18]([O:22][CH3:23])[N:19]2[CH2:26][CH2:27][CH2:28][CH2:29][CH:30]2[CH2:35][CH2:34][CH2:33][O:32][CH2:31]2)=[C:15]([NH2:24])[N:14]=1)[CH2:9][CH2:10][CH3:11]. (3) Given the reactants Cl[C:2]1[C:3]2[N:4]([C:8]([CH:12]3[CH2:15][CH:14]([OH:16])[CH2:13]3)=[N:9][C:10]=2[I:11])[CH:5]=[CH:6][N:7]=1.[NH3:17], predict the reaction product. The product is: [NH2:17][C:2]1[C:3]2[N:4]([C:8]([C@@H:12]3[CH2:15][C@H:14]([OH:16])[CH2:13]3)=[N:9][C:10]=2[I:11])[CH:5]=[CH:6][N:7]=1. (4) The product is: [N:4]1[CH:5]=[CH:6][CH:7]=[CH:2][C:3]=1[C@H:8]([C:22]1[CH:23]=[CH:24][C:25]([C:28]([F:31])([F:29])[F:30])=[CH:26][CH:27]=1)[NH:9][C:10]([C:12]1[CH:21]=[C:20]2[C:15]([CH2:16][CH2:17][CH2:18][NH:19]2)=[CH:14][CH:13]=1)=[O:11]. Given the reactants Br[C:2]1[C:3]([C@H:8]([C:22]2[CH:27]=[CH:26][C:25]([C:28]([F:31])([F:30])[F:29])=[CH:24][CH:23]=2)[NH:9][C:10]([C:12]2[CH:21]=[C:20]3[C:15]([CH:16]=[CH:17][CH:18]=[N:19]3)=[CH:14][CH:13]=2)=[O:11])=[N:4][CH:5]=[CH:6][CH:7]=1, predict the reaction product. (5) Given the reactants II.Br[C:4]1[CH:9]=[CH:8][C:7](Cl)=[C:6](OCC)[CH:5]=1.[C:14](Cl)(=[O:21])[C:15]1[CH:20]=[CH:19][CH:18]=[CH:17][CH:16]=1, predict the reaction product. The product is: [C:14]([C:4]1[CH:5]=[CH:6][CH:7]=[CH:8][CH:9]=1)(=[O:21])[C:15]1[CH:20]=[CH:19][CH:18]=[CH:17][CH:16]=1. (6) Given the reactants [Br:1][C:2]1[CH:7]=[CH:6][CH:5]=[CH:4][C:3]=1[OH:8].Br[CH2:10][CH:11]1[CH2:16][CH2:15][CH2:14][CH2:13][CH2:12]1.C(=O)([O-])[O-].[K+].[K+].O, predict the reaction product. The product is: [CH2:12]1[CH2:13][CH2:14][CH2:15][CH2:16][CH:11]1[CH2:10][O:8][C:3]1[CH:4]=[CH:5][CH:6]=[CH:7][C:2]=1[Br:1].